Dataset: TCR-epitope binding with 47,182 pairs between 192 epitopes and 23,139 TCRs. Task: Binary Classification. Given a T-cell receptor sequence (or CDR3 region) and an epitope sequence, predict whether binding occurs between them. The epitope is RILGAGCFV. The TCR CDR3 sequence is CASSLAGPTDTQYF. Result: 0 (the TCR does not bind to the epitope).